From a dataset of Catalyst prediction with 721,799 reactions and 888 catalyst types from USPTO. Predict which catalyst facilitates the given reaction. (1) Reactant: [NH2:1][C:2]1[CH:3]=[C:4]([C:8]2[S:30][C:11]3=[N:12][C:13]([N:17]4[CH2:22][CH2:21][N:20]([C:23]([O:25][C:26]([CH3:29])([CH3:28])[CH3:27])=[O:24])[CH2:19][CH2:18]4)=[CH:14][C:15](=[O:16])[N:10]3[N:9]=2)[CH:5]=[CH:6][CH:7]=1.[C:31]([NH:38][CH2:39][C:40](O)=[O:41])([O:33][C:34]([CH3:37])([CH3:36])[CH3:35])=[O:32].C(Cl)CCl. Product: [C:34]([O:33][C:31]([NH:38][CH2:39][C:40]([NH:1][C:2]1[CH:3]=[C:4]([C:8]2[S:30][C:11]3=[N:12][C:13]([N:17]4[CH2:18][CH2:19][N:20]([C:23]([O:25][C:26]([CH3:27])([CH3:29])[CH3:28])=[O:24])[CH2:21][CH2:22]4)=[CH:14][C:15](=[O:16])[N:10]3[N:9]=2)[CH:5]=[CH:6][CH:7]=1)=[O:41])=[O:32])([CH3:37])([CH3:36])[CH3:35]. The catalyst class is: 384. (2) Reactant: I[CH2:2][C:3]1[CH:4]=[C:5]([CH3:22])[CH:6]=[C:7]2[C:12]=1[O:11][CH:10]([C:13]([F:16])([F:15])[F:14])[C:9]([C:17]([O:19][CH2:20][CH3:21])=[O:18])=[CH:8]2.[CH3:23][O-:24].[Na+]. Product: [CH3:23][O:24][CH2:2][C:3]1[CH:4]=[C:5]([CH3:22])[CH:6]=[C:7]2[C:12]=1[O:11][CH:10]([C:13]([F:16])([F:15])[F:14])[C:9]([C:17]([O:19][CH2:20][CH3:21])=[O:18])=[CH:8]2. The catalyst class is: 5. (3) Reactant: [C:1]([C:4]1[N:9]=[C:8](Cl)[N:7]=[C:6]([NH:11][C@@H:12]([CH3:17])[C:13]([O:15][CH3:16])=[O:14])[CH:5]=1)(=[O:3])[NH2:2].[F:18][C:19]1[CH:40]=[CH:39][C:22]([O:23][C:24]2[CH:29]=[CH:28][C:27](B3OC(C)(C)C(C)(C)O3)=[CH:26][CH:25]=2)=[CH:21][CH:20]=1.C([O-])([O-])=O.[Na+].[Na+]. Product: [C:1]([C:4]1[N:9]=[C:8]([C:27]2[CH:26]=[CH:25][C:24]([O:23][C:22]3[CH:21]=[CH:20][C:19]([F:18])=[CH:40][CH:39]=3)=[CH:29][CH:28]=2)[N:7]=[C:6]([NH:11][C@@H:12]([CH3:17])[C:13]([O:15][CH3:16])=[O:14])[CH:5]=1)(=[O:3])[NH2:2]. The catalyst class is: 75. (4) Reactant: CC1C=CC(S(O[CH2:12][C@@H:13]2[O:27][C:17]3=[C:18]4[C:23](=[CH:24][CH:25]=[C:16]3[O:15][CH2:14]2)[N:22]=[C:21]([CH3:26])[CH:20]=[CH:19]4)(=O)=O)=CC=1.[Cl:28][C:29]1[CH:37]=[C:36]2[C:32]([C:33]([C:38]3[CH2:39][CH2:40]NCC=3)=[CH:34][NH:35]2)=[CH:31][CH:30]=1. Product: [Cl:28][C:29]1[CH:37]=[C:36]2[C:32]([C:33]([CH2:38][CH:39]3[CH2:40][CH2:23][N:22]([CH2:12][CH:13]4[O:27][C:17]5=[C:18]6[C:23](=[CH:24][CH:25]=[C:16]5[O:15][CH2:14]4)[N:22]=[C:21]([CH3:26])[CH:20]=[CH:19]6)[CH2:21][CH2:20]3)=[CH:34][NH:35]2)=[CH:31][CH:30]=1. The catalyst class is: 16. (5) Reactant: [OH-].[Na+].C(OC(=O)C)C.[CH:9]1[C:10]([CH2:18][C@@H:19]([NH2:36])[CH2:20][C:21]([N:23]2[CH2:35][C:27]3=[N:28][N:29]=[C:30]([C:31]([F:34])([F:33])[F:32])[N:26]3[CH2:25][CH2:24]2)=[O:22])=[C:11]([F:17])[CH:12]=[C:13]([F:16])[C:14]=1[F:15].C1(C)C=CC([C@@](C([O-])=O)(O)[C@@](C2C=CC(C)=CC=2)(O)C([O-])=O)=CC=1. Product: [CH:9]1[C:10]([CH2:18][C@@H:19]([NH2:36])[CH2:20][C:21]([N:23]2[CH2:35][C:27]3=[N:28][N:29]=[C:30]([C:31]([F:34])([F:33])[F:32])[N:26]3[CH2:25][CH2:24]2)=[O:22])=[C:11]([F:17])[CH:12]=[C:13]([F:16])[C:14]=1[F:15]. The catalyst class is: 6. (6) Reactant: [CH3:1][O:2][CH2:3][C:4]1[CH:5]=[C:6]([CH:10]=[C:11]([C:13]2[CH:18]=[CH:17][C:16]([CH3:19])=[CH:15][N:14]=2)[CH:12]=1)[C:7]([OH:9])=O.[CH3:20][C:21]1[N:26]=[CH:25][C:24]([C@H:27]([NH2:29])[CH3:28])=[CH:23][N:22]=1.F[P-](F)(F)(F)(F)F.C[N+](C)=C(N(C)C)ON1C2N=CC=CC=2N=N1.C(N(CC)C(C)C)(C)C. Product: [CH3:1][O:2][CH2:3][C:4]1[CH:5]=[C:6]([CH:10]=[C:11]([C:13]2[CH:18]=[CH:17][C:16]([CH3:19])=[CH:15][N:14]=2)[CH:12]=1)[C:7]([NH:29][C@@H:27]([C:24]1[CH:23]=[N:22][C:21]([CH3:20])=[N:26][CH:25]=1)[CH3:28])=[O:9]. The catalyst class is: 9. (7) Reactant: [F:1][C:2]([F:13])([F:12])[C:3]([NH:5][CH2:6][C@H:7]1[CH2:11][CH2:10][NH:9][CH2:8]1)=[O:4]. Product: [F:13][C:2]([F:1])([F:12])[C:3]([NH:5][CH2:6][CH:7]1[CH2:11][CH2:10][NH:9][CH2:8]1)=[O:4]. The catalyst class is: 5.